From a dataset of Full USPTO retrosynthesis dataset with 1.9M reactions from patents (1976-2016). Predict the reactants needed to synthesize the given product. (1) Given the product [Cl:1][C:2]1[C:7]([CH3:8])=[C:6]([S:9](=[O:17])(=[O:16])[NH:10][C:11]([CH2:14][CH3:15])([CH3:12])[CH3:13])[CH:5]=[CH:4][C:3]=1[C:18]1[S:22][C:21]([C:23]([OH:25])=[O:24])=[N:20][C:19]=1[C:28]([N:30]1[CH2:35][CH2:34][CH:33]([CH3:36])[CH2:32][CH2:31]1)=[O:29], predict the reactants needed to synthesize it. The reactants are: [Cl:1][C:2]1[C:7]([CH3:8])=[C:6]([S:9](=[O:17])(=[O:16])[NH:10][C:11]([CH2:14][CH3:15])([CH3:13])[CH3:12])[CH:5]=[CH:4][C:3]=1[C:18]1[S:22][C:21]([C:23]([O:25]CC)=[O:24])=[N:20][C:19]=1[C:28]([N:30]1[CH2:35][CH2:34][CH:33]([CH3:36])[CH2:32][CH2:31]1)=[O:29].C1COCC1.[OH-].[K+]. (2) The reactants are: [H-].[Na+].[CH3:3][C:4]([C:6]1[CH:11]=[CH:10][CH:9]=[C:8]([I:12])[CH:7]=1)=[O:5].[C:13](OC)(=[O:18])[C:14]([O:16][CH3:17])=[O:15].Cl. Given the product [CH3:17][O:16][C:14](=[O:15])[C:13](=[O:18])[CH2:3][C:4]([C:6]1[CH:11]=[CH:10][CH:9]=[C:8]([I:12])[CH:7]=1)=[O:5], predict the reactants needed to synthesize it.